From a dataset of Full USPTO retrosynthesis dataset with 1.9M reactions from patents (1976-2016). Predict the reactants needed to synthesize the given product. (1) Given the product [F:9][C:10]([F:21])([F:20])[C:11]1[CH:16]=[CH:15][C:14]([C:5]2[CH:6]=[CH:7][C:2]([NH2:1])=[N:3][CH:4]=2)=[CH:13][CH:12]=1, predict the reactants needed to synthesize it. The reactants are: [NH2:1][C:2]1[CH:7]=[CH:6][C:5](Br)=[CH:4][N:3]=1.[F:9][C:10]([F:21])([F:20])[C:11]1[CH:16]=[CH:15][C:14](B(O)O)=[CH:13][CH:12]=1. (2) Given the product [CH2:12]([CH:8]1[CH2:7][C:6]2[C:10](=[C:2]([C:22]3[CH:23]=[CH:24][C:19]([C:15]([CH3:18])([CH3:17])[CH3:16])=[CH:20][CH:21]=3)[CH:3]=[CH:4][C:5]=2[CH3:14])[C:9]1=[O:11])[CH3:13], predict the reactants needed to synthesize it. The reactants are: Cl[C:2]1[CH:3]=[CH:4][C:5]([CH3:14])=[C:6]2[C:10]=1[C:9](=[O:11])[CH:8]([CH2:12][CH3:13])[CH2:7]2.[C:15]([C:19]1[CH:24]=[CH:23][C:22](B(O)O)=[CH:21][CH:20]=1)([CH3:18])([CH3:17])[CH3:16].C(=O)([O-])[O-].[Na+].[Na+].C(O)CO. (3) Given the product [NH2:30][C:24]1[C:23]([O:37][CH3:38])=[C:22]([F:39])[C:21]([C:17]2[CH:18]=[CH:19][CH:20]=[C:15]([O:14][CH2:7][C:8]3[CH:9]=[CH:10][CH:11]=[CH:12][CH:13]=3)[CH:16]=2)=[C:26]([CH3:27])[C:25]=1[C:28]#[N:29], predict the reactants needed to synthesize it. The reactants are: C(=O)([O-])[O-].[K+].[K+].[CH2:7]([O:14][C:15]1[CH:16]=[C:17]([C:21]2[C:26]([CH3:27])=[C:25]([C:28]#[N:29])[C:24]([NH:30]C(=O)C(F)(F)F)=[C:23]([O:37][CH3:38])[C:22]=2[F:39])[CH:18]=[CH:19][CH:20]=1)[C:8]1[CH:13]=[CH:12][CH:11]=[CH:10][CH:9]=1.